The task is: Regression. Given two drug SMILES strings and cell line genomic features, predict the synergy score measuring deviation from expected non-interaction effect.. This data is from NCI-60 drug combinations with 297,098 pairs across 59 cell lines. (1) Drug 1: C1=NC2=C(N1)C(=S)N=C(N2)N. Drug 2: COCCOC1=C(C=C2C(=C1)C(=NC=N2)NC3=CC=CC(=C3)C#C)OCCOC.Cl. Cell line: NCIH23. Synergy scores: CSS=42.0, Synergy_ZIP=0.813, Synergy_Bliss=2.40, Synergy_Loewe=-1.20, Synergy_HSA=3.15. (2) Drug 1: CC1=C(C=C(C=C1)NC2=NC=CC(=N2)N(C)C3=CC4=NN(C(=C4C=C3)C)C)S(=O)(=O)N.Cl. Drug 2: C1=CC(=CC=C1CC(C(=O)O)N)N(CCCl)CCCl.Cl. Cell line: NCI-H322M. Synergy scores: CSS=-6.29, Synergy_ZIP=8.95, Synergy_Bliss=-0.0892, Synergy_Loewe=-3.29, Synergy_HSA=-4.05.